Dataset: Forward reaction prediction with 1.9M reactions from USPTO patents (1976-2016). Task: Predict the product of the given reaction. (1) Given the reactants Cl.[F:2][C:3]1[CH:8]=[CH:7][CH:6]=[CH:5][C:4]=1[NH:9]N.FC(F)(F)C(O)=O.[CH:18](=O)[CH:19]([CH3:21])[CH3:20].NN.[BH4-].[Na+], predict the reaction product. The product is: [F:2][C:3]1[CH:8]=[CH:7][CH:6]=[C:5]2[C:4]=1[NH:9][CH2:18][C:19]2([CH3:21])[CH3:20]. (2) Given the reactants [NH2:1][C:2]1[N:3]=[CH:4][C:5]([C:9]2[CH:14]=[CH:13][C:12]([S:15]([N:18]([CH:20]3[CH2:22][CH2:21]3)[CH3:19])(=[O:17])=[O:16])=[CH:11][CH:10]=2)=[N:6][C:7]=1Br.CC1(C)C(C)(C)OB([C:31]2[CH:32]=[C:33]3[C:38](=[CH:39][CH:40]=2)[C:37](=[O:41])[NH:36][CH2:35][CH2:34]3)O1, predict the reaction product. The product is: [NH2:1][C:2]1[N:3]=[CH:4][C:5]([C:9]2[CH:14]=[CH:13][C:12]([S:15]([N:18]([CH:20]3[CH2:22][CH2:21]3)[CH3:19])(=[O:17])=[O:16])=[CH:11][CH:10]=2)=[N:6][C:7]=1[C:31]1[CH:32]=[C:33]2[C:38](=[CH:39][CH:40]=1)[C:37](=[O:41])[NH:36][CH2:35][CH2:34]2. (3) Given the reactants I[C:2]1[CH:11]=[C:10]2[C:5]([CH:6]=[C:7]([NH:12][C:13]([CH:15]3[CH2:17][CH2:16]3)=[O:14])[N:8]=[CH:9]2)=[CH:4][CH:3]=1.N1C2C(=CC=C3C=2N=CC=C3)[CH:21]=[CH:20][CH:19]=1.C(=O)([O-])[O-:33].[Cs+].[Cs+], predict the reaction product. The product is: [CH:20]([O:33][C:2]1[CH:11]=[C:10]2[C:5]([CH:6]=[C:7]([NH:12][C:13]([CH:15]3[CH2:17][CH2:16]3)=[O:14])[N:8]=[CH:9]2)=[CH:4][CH:3]=1)([CH3:21])[CH3:19]. (4) Given the reactants [CH3:1][O:2][C:3]1[CH:8]=[CH:7][C:6]([C:9]2[CH:10]=[CH:11][C:12]([CH:15](O)[CH3:16])=[N:13][CH:14]=2)=[CH:5][CH:4]=1.P(Br)(Br)[Br:19], predict the reaction product. The product is: [Br:19][CH:15]([C:12]1[CH:11]=[CH:10][C:9]([C:6]2[CH:7]=[CH:8][C:3]([O:2][CH3:1])=[CH:4][CH:5]=2)=[CH:14][N:13]=1)[CH3:16]. (5) Given the reactants [CH3:1][C:2]1[CH:3]=[C:4]([CH:30]=[CH:31][C:32]=1[CH3:33])[CH2:5][CH:6]([CH2:10][C:11](=[O:29])[N:12]1[CH2:17][CH2:16][CH:15]([N:18]2[CH2:27][C:26]3[C:21](=[CH:22][CH:23]=[CH:24][CH:25]=3)[NH:20][C:19]2=[O:28])[CH2:14][CH2:13]1)[C:7]([OH:9])=O.[CH3:34][N:35]1[CH2:40][CH2:39][CH:38]([CH:41]2[CH2:46][CH2:45][NH:44][CH2:43][CH2:42]2)[CH2:37][CH2:36]1, predict the reaction product. The product is: [CH3:1][C:2]1[CH:3]=[C:4]([CH:30]=[CH:31][C:32]=1[CH3:33])[CH2:5][CH:6]([CH2:10][C:11]([N:12]1[CH2:13][CH2:14][CH:15]([N:18]2[CH2:27][C:26]3[C:21](=[CH:22][CH:23]=[CH:24][CH:25]=3)[NH:20][C:19]2=[O:28])[CH2:16][CH2:17]1)=[O:29])[C:7]([N:44]1[CH2:45][CH2:46][CH:41]([CH:38]2[CH2:37][CH2:36][N:35]([CH3:34])[CH2:40][CH2:39]2)[CH2:42][CH2:43]1)=[O:9]. (6) Given the reactants [CH2:1]([O:8][C:9]1[CH:14]=[CH:13][C:12]([C:15]#[CH:16])=[CH:11][CH:10]=1)[C:2]1[CH:7]=[CH:6][CH:5]=[CH:4][CH:3]=1.[Cl:17][C:18]1[N:23]=[C:22](Cl)[CH:21]=[CH:20][N:19]=1.C(N(CC)CC)C, predict the reaction product. The product is: [CH2:1]([O:8][C:9]1[CH:10]=[CH:11][C:12]([C:15]#[C:16][C:20]2[CH:21]=[CH:22][N:23]=[C:18]([Cl:17])[N:19]=2)=[CH:13][CH:14]=1)[C:2]1[CH:3]=[CH:4][CH:5]=[CH:6][CH:7]=1. (7) Given the reactants Cl.[NH2:2][C@@H:3]([CH:12]([CH3:15])[CH2:13][CH3:14])[C:4]([C:6]1[CH:11]=[CH:10][CH:9]=[CH:8][CH:7]=1)=[O:5].[BH4-].[Na+], predict the reaction product. The product is: [NH2:2][C@@H:3]([CH:12]([CH3:15])[CH2:13][CH3:14])[C@@H:4]([C:6]1[CH:11]=[CH:10][CH:9]=[CH:8][CH:7]=1)[OH:5]. (8) Given the reactants [NH2:1][C:2]1[CH:7]=[CH:6][C:5]([Br:8])=[CH:4][C:3]=1[CH2:9][OH:10].Cl[C:12](Cl)([O:14]C(=O)OC(Cl)(Cl)Cl)Cl, predict the reaction product. The product is: [Br:8][C:5]1[CH:6]=[CH:7][C:2]2[NH:1][C:12](=[O:14])[O:10][CH2:9][C:3]=2[CH:4]=1. (9) Given the reactants Br[C:2]1[CH:11]=[C:10]([CH3:12])[C:9]([N+:13]([O-])=O)=[C:8]2[C:3]=1[C:4]([NH:16][C:17]1[CH:22]=[CH:21][CH:20]=[C:19]([C:23]([F:26])([F:25])[F:24])[CH:18]=1)=[N:5][CH:6]=[N:7]2, predict the reaction product. The product is: [CH3:12][C:10]1[C:9]([NH2:13])=[C:8]2[C:3]([C:4]([NH:16][C:17]3[CH:22]=[CH:21][CH:20]=[C:19]([C:23]([F:26])([F:24])[F:25])[CH:18]=3)=[N:5][CH:6]=[N:7]2)=[CH:2][CH:11]=1.